This data is from Full USPTO retrosynthesis dataset with 1.9M reactions from patents (1976-2016). The task is: Predict the reactants needed to synthesize the given product. (1) The reactants are: [NH2:1][C:2]1[CH:3]=[N:4][CH:5]=[CH:6][C:7]=1[NH:8][C@@H:9]1[CH2:14][CH2:13][C@H:12]([C:15]([O:17][CH3:18])=[O:16])[CH2:11][CH2:10]1.[C:19]([N:27]=[C:28]=S)(=[O:26])[C:20]1[CH:25]=[CH:24][CH:23]=[CH:22][CH:21]=1. Given the product [C:19](/[N:27]=[C:28]1/[N:8]([C@@H:9]2[CH2:10][CH2:11][C@H:12]([C:15]([O:17][CH3:18])=[O:16])[CH2:13][CH2:14]2)[C:7]2[CH:6]=[CH:5][N:4]=[CH:3][C:2]=2[NH:1]/1)(=[O:26])[C:20]1[CH:25]=[CH:24][CH:23]=[CH:22][CH:21]=1, predict the reactants needed to synthesize it. (2) Given the product [C:12]([O:11][C:9](=[O:10])[NH:1][CH:2]([C:6]([N:72]1[CH2:71][CH2:70][CH:61]2[N:62]([C:64]3[N:69]=[CH:68][CH:67]=[CH:66][N:65]=3)[CH2:63][CH:59]([C:54]3[C:53]4[C:57](=[CH:58][C:50]([F:49])=[CH:51][CH:52]=4)[NH:56][CH:55]=3)[CH:60]12)=[O:8])[CH:3]([CH3:4])[CH3:5])([CH3:15])([CH3:14])[CH3:13], predict the reactants needed to synthesize it. The reactants are: [NH:1]([C:9]([O:11][C:12]([CH3:15])([CH3:14])[CH3:13])=[O:10])[C@H:2]([C:6]([OH:8])=O)[CH:3]([CH3:5])[CH3:4].CN(C(ON1N=NC2C=CC=NC1=2)=[N+](C)C)C.F[P-](F)(F)(F)(F)F.CCN(C(C)C)C(C)C.[F:49][C:50]1[CH:58]=[C:57]2[C:53]([C:54]([CH:59]3[CH2:63][N:62]([C:64]4[N:69]=[CH:68][CH:67]=[CH:66][N:65]=4)[CH:61]4[CH2:70][CH2:71][NH:72][CH:60]34)=[CH:55][NH:56]2)=[CH:52][CH:51]=1.